From a dataset of Forward reaction prediction with 1.9M reactions from USPTO patents (1976-2016). Predict the product of the given reaction. (1) Given the reactants Cl[C:2]1[C:7]([N+:8]([O-])=O)=[CH:6][C:5]([CH3:11])=[CH:4][N:3]=1.[C:12]1([NH:18][C:19](=O)[CH3:20])[CH:17]=[CH:16][CH:15]=[CH:14][CH:13]=1, predict the reaction product. The product is: [CH3:20][C:19]1[N:18]([C:12]2[CH:17]=[CH:16][CH:15]=[CH:14][CH:13]=2)[C:2]2=[N:3][CH:4]=[C:5]([CH3:11])[CH:6]=[C:7]2[N:8]=1. (2) Given the reactants FC1C=C2C(C(C3C=CC(N4CCC(N)CC4)=NC=3)=CN2)=CC=1.[F:24][C:25]1[CH:33]=[C:32]2[C:28]([C:29]([C:41]3[CH:42]=[N:43][C:44]([S:47]([N:50]4[CH2:55][CH2:54][N:53]([S:56]([CH3:59])(=[O:58])=[O:57])[CH2:52][CH2:51]4)(=[O:49])=[O:48])=[CH:45][CH:46]=3)=[CH:30][N:31]2C(OC(C)(C)C)=O)=[CH:27][CH:26]=1, predict the reaction product. The product is: [F:24][C:25]1[CH:33]=[C:32]2[C:28]([C:29]([C:41]3[CH:42]=[N:43][C:44]([S:47]([N:50]4[CH2:51][CH2:52][N:53]([S:56]([CH3:59])(=[O:58])=[O:57])[CH2:54][CH2:55]4)(=[O:49])=[O:48])=[CH:45][CH:46]=3)=[CH:30][NH:31]2)=[CH:27][CH:26]=1.